Dataset: Reaction yield outcomes from USPTO patents with 853,638 reactions. Task: Predict the reaction yield, written as a fraction of the theoretical maximum amount of product (1.0 means a 100% yield; for example, 0.34 means a 34% yield). (1) The reactants are Cl.[CH:2]1([C:8]2[CH:13]=[CH:12][N:11]([CH2:14][CH2:15][C:16]([CH3:31])([S:27]([CH3:30])(=[O:29])=[O:28])[C:17]([NH:19][O:20]C3CCCCO3)=[O:18])[C:10](=[O:32])[CH:9]=2)[CH2:7][CH2:6][CH2:5][CH2:4][CH2:3]1.CO. The catalyst is O1CCOCC1.ClCCl. The product is [CH:2]1([C:8]2[CH:13]=[CH:12][N:11]([CH2:14][CH2:15][C:16]([CH3:31])([S:27]([CH3:30])(=[O:29])=[O:28])[C:17]([NH:19][OH:20])=[O:18])[C:10](=[O:32])[CH:9]=2)[CH2:7][CH2:6][CH2:5][CH2:4][CH2:3]1. The yield is 0.586. (2) The reactants are [CH2:1]([N:8]1[C:17]2[C:12](=[CH:13][C:14]([C:18]3[CH:23]=[CH:22][C:21]([F:24])=[CH:20][CH:19]=3)=[CH:15][CH:16]=2)[CH2:11][C:10]([NH:26][S:27]([C:30]2[CH:35]=[CH:34][CH:33]=[CH:32][CH:31]=2)(=[O:29])=[O:28])([CH3:25])[C:9]1=O)[C:2]1[CH:7]=[CH:6][CH:5]=[CH:4][CH:3]=1.C1COCC1. No catalyst specified. The product is [CH2:1]([N:8]1[C:17]2[C:12](=[CH:13][C:14]([C:18]3[CH:23]=[CH:22][C:21]([F:24])=[CH:20][CH:19]=3)=[CH:15][CH:16]=2)[CH2:11][C:10]([NH:26][S:27]([C:30]2[CH:35]=[CH:34][CH:33]=[CH:32][CH:31]=2)(=[O:29])=[O:28])([CH3:25])[CH2:9]1)[C:2]1[CH:3]=[CH:4][CH:5]=[CH:6][CH:7]=1. The yield is 0.550. (3) The reactants are Cl[CH2:2][CH2:3][N:4]([CH2:19][CH2:20]Cl)[C:5]1[C:6]([CH3:18])=[C:7]([CH3:17])[C:8]2[O:12][C:11]([CH3:14])([CH3:13])[CH2:10][C:9]=2[C:15]=1[CH3:16].[O:22]1[CH:26]=[CH:25][C:24]([NH2:27])=[N:23]1. No catalyst specified. The product is [O:22]1[CH:26]=[CH:25][C:24]([N:27]2[CH2:20][CH2:19][N:4]([C:5]3[C:6]([CH3:18])=[C:7]([CH3:17])[C:8]4[O:12][C:11]([CH3:14])([CH3:13])[CH2:10][C:9]=4[C:15]=3[CH3:16])[CH2:3][CH2:2]2)=[N:23]1. The yield is 0.0900. (4) The reactants are Cl[C:2]1[N:7]=[C:6]([C:8]2[S:12][C:11]([N:13]3[CH2:18][CH2:17][N:16]([S:19]([CH3:22])(=[O:21])=[O:20])[CH2:15][CH2:14]3)=[N:10][C:9]=2[C:23]2[C:24]([F:41])=[C:25]([NH:29][S:30]([C:33]3[C:38]([F:39])=[CH:37][CH:36]=[CH:35][C:34]=3[F:40])(=[O:32])=[O:31])[CH:26]=[CH:27][CH:28]=2)[CH:5]=[CH:4][N:3]=1.[NH3:42]. The catalyst is CO. The product is [NH2:42][C:2]1[N:7]=[C:6]([C:8]2[S:12][C:11]([N:13]3[CH2:18][CH2:17][N:16]([S:19]([CH3:22])(=[O:21])=[O:20])[CH2:15][CH2:14]3)=[N:10][C:9]=2[C:23]2[C:24]([F:41])=[C:25]([NH:29][S:30]([C:33]3[C:38]([F:39])=[CH:37][CH:36]=[CH:35][C:34]=3[F:40])(=[O:32])=[O:31])[CH:26]=[CH:27][CH:28]=2)[CH:5]=[CH:4][N:3]=1. The yield is 0.300. (5) The reactants are Cl[CH2:2][CH2:3][N:4]([CH2:19][CH2:20]Cl)[C:5]1[C:6]([CH3:18])=[C:7]([CH3:17])[C:8]2[O:12][C:11]([CH3:14])([CH3:13])[CH2:10][C:9]=2[C:15]=1[CH3:16].[O:22]1[CH:26]=[CH:25][C:24]([NH2:27])=[N:23]1. No catalyst specified. The product is [O:22]1[CH:26]=[CH:25][C:24]([N:27]2[CH2:20][CH2:19][N:4]([C:5]3[C:6]([CH3:18])=[C:7]([CH3:17])[C:8]4[O:12][C:11]([CH3:14])([CH3:13])[CH2:10][C:9]=4[C:15]=3[CH3:16])[CH2:3][CH2:2]2)=[N:23]1. The yield is 0.0900. (6) The product is [CH2:35]([O:34][CH:33]([O:37][CH2:38][CH3:39])[CH2:32][NH:31][C:21]([C:10]1[CH:9]=[C:8]([C:5]2[CH:6]=[CH:7][C:2]([Cl:1])=[CH:3][CH:4]=2)[N:12]([C:13]2[CH:18]=[CH:17][C:16]([Cl:19])=[CH:15][C:14]=2[Cl:20])[N:11]=1)=[O:23])[CH3:36]. The yield is 0.460. The reactants are [Cl:1][C:2]1[CH:7]=[CH:6][C:5]([C:8]2[N:12]([C:13]3[CH:18]=[CH:17][C:16]([Cl:19])=[CH:15][C:14]=3[Cl:20])[N:11]=[C:10]([C:21]([OH:23])=O)[CH:9]=2)=[CH:4][CH:3]=1.C([NH:31][CH2:32][CH:33]([O:37][CH2:38][CH3:39])[O:34][CH2:35][CH3:36])C1C=CC=CC=1.Cl.CN(C)CCCN=C=NCC.C(N(C(C)C)CC)(C)C. The catalyst is C(Cl)Cl. (7) The reactants are C(N(C(C)C)C(C)C)C.[F:10][C:11]1[CH:16]=[CH:15][CH:14]=[CH:13][C:12]=1[N:17]1[C:25]2[C:20](=[C:21]([N:26]3[CH2:33][C@@H:32]4[C@@H:28]([CH2:29][NH:30][CH2:31]4)[C:27]3=[O:34])[CH:22]=[CH:23][CH:24]=2)[CH:19]=[N:18]1.[O:35]1[CH2:39][CH2:38][CH2:37][CH:36]1C(O)=O.F[P-](F)(F)(F)(F)F.CN(C(N1C2C(=NC=CC=2)[N+]([O-])=N1)=[N+](C)C)C.[O:67]1CCC[CH2:68]1. No catalyst specified. The product is [F:10][C:11]1[CH:16]=[CH:15][CH:14]=[CH:13][C:12]=1[N:17]1[C:25]2[C:20](=[C:21]([N:26]3[CH2:33][C@@H:32]4[C@@H:28]([CH2:29][N:30]([C:68]([CH:38]5[CH2:37][CH2:36][O:35][CH2:39]5)=[O:67])[CH2:31]4)[C:27]3=[O:34])[CH:22]=[CH:23][CH:24]=2)[CH:19]=[N:18]1. The yield is 0.540.